From a dataset of Reaction yield outcomes from USPTO patents with 853,638 reactions. Predict the reaction yield, written as a fraction of the theoretical maximum amount of product (1.0 means a 100% yield; for example, 0.34 means a 34% yield). (1) The reactants are Cl[C:2]1[N:6]([CH3:7])[N:5]=[CH:4][C:3]=1[N+:8]([O-:10])=[O:9].CC1(C)C(C)(C)OB([C:19]2[CH2:24][CH2:23][CH2:22][CH:21]([NH:25][C:26](=[O:32])[O:27][C:28]([CH3:31])([CH3:30])[CH3:29])[CH:20]=2)O1.C([O-])([O-])=O.[Na+].[Na+].C([O-])(=O)C.[K+]. The catalyst is C1C=CC(P(C2C=CC=CC=2)[C-]2C=CC=C2)=CC=1.C1C=CC(P(C2C=CC=CC=2)[C-]2C=CC=C2)=CC=1.Cl[Pd]Cl.[Fe+2].C(#N)C. The product is [CH3:7][N:6]1[C:2]([C:19]2[CH2:24][CH2:23][CH2:22][CH:21]([NH:25][C:26](=[O:32])[O:27][C:28]([CH3:30])([CH3:29])[CH3:31])[CH:20]=2)=[C:3]([N+:8]([O-:10])=[O:9])[CH:4]=[N:5]1. The yield is 0.490. (2) The reactants are [N+:1]([C:4]1[CH:5]=[C:6]([CH:22]=[CH:23][CH:24]=1)[CH2:7][CH2:8][N:9]1[CH2:14][CH2:13][N:12]([C:15]([O:17][C:18]([CH3:21])([CH3:20])[CH3:19])=[O:16])[CH2:11][CH2:10]1)([O-])=O.[H][H]. The catalyst is CO.[Pd].[OH-].[OH-].[Pd+2]. The product is [NH2:1][C:4]1[CH:5]=[C:6]([CH:22]=[CH:23][CH:24]=1)[CH2:7][CH2:8][N:9]1[CH2:10][CH2:11][N:12]([C:15]([O:17][C:18]([CH3:20])([CH3:21])[CH3:19])=[O:16])[CH2:13][CH2:14]1. The yield is 0.630. (3) The reactants are [C:1]([O:5][C:6]([NH:8][C:9]1[CH:14]=[CH:13][C:12]([N+:15]([O-])=O)=[CH:11][N:10]=1)=[O:7])([CH3:4])([CH3:3])[CH3:2]. The catalyst is CO.C(OCC)(=O)C.[Pd]. The product is [NH2:15][C:12]1[CH:13]=[CH:14][C:9]([NH:8][C:6]([O:5][C:1]([CH3:4])([CH3:3])[CH3:2])=[O:7])=[N:10][CH:11]=1. The yield is 0.970. (4) The reactants are [Cl-].[CH2:2]([NH+:9]1[CH2:14][CH2:13][N:12]([C:15]([O:17][C:18](Cl)(Cl)Cl)=[O:16])[CH2:11][CH2:10]1)[C:3]1[CH:8]=[CH:7][CH:6]=[CH:5][CH:4]=1.[CH3:22][N:23]([CH3:51])[CH2:24][CH2:25][CH2:26][N:27]1[C:35]2[C:30](=[CH:31][C:32]([O:36][CH3:37])=[CH:33][CH:34]=2)[C:29](/[CH:38]=[C:39]2\[O:40][C:41]3[CH:48]=[C:47]([OH:49])[CH:46]=C(O)[C:42]=3[C:43]\2=[O:44])=[CH:28]1. No catalyst specified. The product is [CH2:2]([N:9]1[CH2:14][CH2:13][N:12]([C:15]([O:17][C:18]2[C:42]3[C:43](=[O:44])/[C:39](=[CH:38]/[C:29]4[C:30]5[C:35](=[CH:34][CH:33]=[C:32]([O:36][CH3:37])[CH:31]=5)[N:27]([CH2:26][CH2:25][CH2:24][N:23]([CH3:22])[CH3:51])[CH:28]=4)/[O:40][C:41]=3[CH:48]=[C:47]([O:49][C:15]([N:12]3[CH2:13][CH2:14][N:9]([CH2:2][C:3]4[CH:8]=[CH:7][CH:6]=[CH:5][CH:4]=4)[CH2:10][CH2:11]3)=[O:16])[CH:46]=2)=[O:16])[CH2:11][CH2:10]1)[C:3]1[CH:8]=[CH:7][CH:6]=[CH:5][CH:4]=1. The yield is 0.480. (5) The reactants are [Cl-].O[NH3+:3].[C:4](=[O:7])([O-])[OH:5].[Na+].CS(C)=O.[CH3:13][C:14]1[N:46]=[C:17]2[N:18]([CH2:41][C:42]3([CH3:45])[CH2:44][CH2:43]3)[C:19](=[O:40])[C:20]([CH2:25][C:26]3[CH:31]=[CH:30][C:29]([C:32]4[C:33]([C:38]#[N:39])=[CH:34][CH:35]=[CH:36][CH:37]=4)=[CH:28][CH:27]=3)=[C:21]([CH2:22][CH2:23][CH3:24])[N:16]2[N:15]=1. The catalyst is C(OCC)(=O)C. The product is [CH3:13][C:14]1[N:46]=[C:17]2[N:18]([CH2:41][C:42]3([CH3:45])[CH2:44][CH2:43]3)[C:19](=[O:40])[C:20]([CH2:25][C:26]3[CH:31]=[CH:30][C:29]([C:32]4[CH:37]=[CH:36][CH:35]=[CH:34][C:33]=4[C:38]4[NH:3][C:4](=[O:7])[O:5][N:39]=4)=[CH:28][CH:27]=3)=[C:21]([CH2:22][CH2:23][CH3:24])[N:16]2[N:15]=1. The yield is 0.400. (6) The reactants are OO.FC(F)(F)C(OC(=O)C(F)(F)F)=[O:6].[F:16][C:17]([F:41])([F:40])[C:18]([NH:20][CH2:21][CH2:22][CH2:23][N:24]([CH3:39])[CH2:25][CH2:26][CH2:27][C:28]1[N:29]=[N+:30]([O-:38])[C:31]2[CH:37]=[CH:36][CH:35]=[CH:34][C:32]=2[N:33]=1)=[O:19].FC(F)(F)C(O)=O. The catalyst is C(Cl)Cl.C(Cl)(Cl)Cl. The product is [O-:38][N+:30]1[C:31]2[CH:37]=[CH:36][CH:35]=[CH:34][C:32]=2[N+:33]([O-:6])=[C:28]([CH2:27][CH2:26][CH2:25][N:24]([CH3:39])[CH2:23][CH2:22][CH2:21][NH:20][C:18](=[O:19])[C:17]([F:40])([F:16])[F:41])[N:29]=1. The yield is 0.570.